Dataset: Experimentally validated miRNA-target interactions with 360,000+ pairs, plus equal number of negative samples. Task: Binary Classification. Given a miRNA mature sequence and a target amino acid sequence, predict their likelihood of interaction. (1) The miRNA is hsa-miR-124-3p with sequence UAAGGCACGCGGUGAAUGCCAA. The protein sequence of the target gene is MEDLDALLSDLETTTSHMPRSGAPKERPAEPLTPPPSYGHQPQTGSGESSGASGDKDHLYSTVCKPRSPKPAAPAAPPFSSSSGVLGTGLCELDRLLQELNATQFNITDEIMSQFPSSKVASGEQKEDQSEDKKRPSLPSSPSPGLPKASATSATLELDRLMASLSDFRVQNHLPASGPTQPPVVSSTNEGSPSPPEPTGKGSLDTMLGLLQSDLSRRGVPTQAKGLCGSCNKPIAGQVVTALGRAWHPEHFVCGGCSTALGGSSFFEKDGAPFCPECYFERFSPRCGFCNQPIRHKMVT.... Result: 1 (interaction). (2) The miRNA is hsa-miR-619-3p with sequence GACCUGGACAUGUUUGUGCCCAGU. The protein sequence of the target gene is MVGREKELSIHFVPGCCQLVEEEVNIPSRRVLITGATGLLGRAVYKEFQQSNWHTVGCGFRRARPKFEQVNLLDSEAVHHLIHDFQPHVIVHCAAERRPDVVESQPDAASQLNVGASGNLAKEAAAIGAFLIYISSDYVFDGTNPPYTEEDIPSPLNLYGKTKLDGEKAVLENNLGAAVLRIPVLYGEVEKLEESAVTVMFDKVQFSNKSANMDHWQQRFPTHVKDVASVCRQLAEKRMLDPSIKGTFHWSGNEQMTKYEMACAIADAFNLPSSHLRPITDSPVIGAQRPKNAQLDCSKL.... Result: 0 (no interaction).